From a dataset of Peptide-MHC class I binding affinity with 185,985 pairs from IEDB/IMGT. Regression. Given a peptide amino acid sequence and an MHC pseudo amino acid sequence, predict their binding affinity value. This is MHC class I binding data. (1) The peptide sequence is APRTLVYLL. The MHC is HLA-B58:01 with pseudo-sequence HLA-B58:01. The binding affinity (normalized) is 0.369. (2) The peptide sequence is YIAVNDKALY. The MHC is HLA-A29:02 with pseudo-sequence HLA-A29:02. The binding affinity (normalized) is 0.799. (3) The peptide sequence is YLQAKSQVL. The MHC is HLA-A03:01 with pseudo-sequence HLA-A03:01. The binding affinity (normalized) is 0.0847. (4) The peptide sequence is FEWIEAKLSA. The MHC is HLA-B45:01 with pseudo-sequence HLA-B45:01. The binding affinity (normalized) is 0.541. (5) The peptide sequence is AMGAASLTL. The MHC is HLA-A02:01 with pseudo-sequence HLA-A02:01. The binding affinity (normalized) is 0.523. (6) The peptide sequence is TVAWRTATLI. The MHC is HLA-A68:02 with pseudo-sequence HLA-A68:02. The binding affinity (normalized) is 0.619. (7) The peptide sequence is SSFDYCGVNH. The MHC is HLA-A03:01 with pseudo-sequence HLA-A03:01. The binding affinity (normalized) is 0.167. (8) The peptide sequence is LEMNDAPTA. The MHC is HLA-A03:01 with pseudo-sequence HLA-A03:01. The binding affinity (normalized) is 0.0847. (9) The peptide sequence is DLPSGFNTLK. The MHC is HLA-A03:01 with pseudo-sequence HLA-A03:01. The binding affinity (normalized) is 0.285.